Dataset: Peptide-MHC class I binding affinity with 185,985 pairs from IEDB/IMGT. Task: Regression. Given a peptide amino acid sequence and an MHC pseudo amino acid sequence, predict their binding affinity value. This is MHC class I binding data. (1) The peptide sequence is RPKPDYSAM. The binding affinity (normalized) is 0.0847. The MHC is HLA-B18:01 with pseudo-sequence HLA-B18:01. (2) The peptide sequence is ASTNRQSGR. The MHC is HLA-A02:02 with pseudo-sequence HLA-A02:02. The binding affinity (normalized) is 0.